Dataset: Forward reaction prediction with 1.9M reactions from USPTO patents (1976-2016). Task: Predict the product of the given reaction. Given the reactants [F:1][C:2]1[CH:3]=[C:4](B(O)O)[CH:5]=[CH:6][CH:7]=1.[C:11]([C:15]1[CH:19]=[C:18]([C:20]([O:22][CH2:23][CH3:24])=[O:21])[NH:17][N:16]=1)([CH3:14])([CH3:13])[CH3:12].N1C=CC=CC=1, predict the reaction product. The product is: [C:11]([C:15]1[CH:19]=[C:18]([C:20]([O:22][CH2:23][CH3:24])=[O:21])[N:17]([C:4]2[CH:5]=[CH:6][CH:7]=[C:2]([F:1])[CH:3]=2)[N:16]=1)([CH3:14])([CH3:12])[CH3:13].